Dataset: Full USPTO retrosynthesis dataset with 1.9M reactions from patents (1976-2016). Task: Predict the reactants needed to synthesize the given product. (1) Given the product [C:45]([O:44][C:42]([NH:41][C@@H:29]([CH2:30][CH2:31][CH2:32][NH:33][C:34]([O:35][C:36]([CH3:39])([CH3:38])[CH3:37])=[O:40])[CH2:28][NH:27][C:24]([C@@H:12]([NH:13][C:14](=[O:15])[O:16][CH2:17][C:18]1[CH:19]=[CH:20][CH:21]=[CH:22][CH:23]=1)[CH2:11][CH2:10][CH2:9][NH:8][C:6]([O:5][C:1]([CH3:2])([CH3:3])[CH3:4])=[O:7])=[O:26])=[O:43])([CH3:47])([CH3:48])[CH3:46], predict the reactants needed to synthesize it. The reactants are: [C:1]([O:5][C:6]([NH:8][CH2:9][CH2:10][CH2:11][C@@H:12]([C:24]([OH:26])=O)[NH:13][C:14]([O:16][CH2:17][C:18]1[CH:23]=[CH:22][CH:21]=[CH:20][CH:19]=1)=[O:15])=[O:7])([CH3:4])([CH3:3])[CH3:2].[NH2:27][CH2:28][C@@H:29]([NH:41][C:42]([O:44][C:45]([CH3:48])([CH3:47])[CH3:46])=[O:43])[CH2:30][CH2:31][CH2:32][NH:33][C:34](=[O:40])[O:35][C:36]([CH3:39])([CH3:38])[CH3:37].C(Cl)CCl.C1C=CC2N(O)N=NC=2C=1. (2) Given the product [CH3:1][N:2]1[CH2:7][CH2:6][N:5]([C:8]2[C:16]3[C:11](=[CH:12][C:13]([NH2:17])=[CH:14][CH:15]=3)[NH:10][N:9]=2)[CH2:4][CH2:3]1, predict the reactants needed to synthesize it. The reactants are: [CH3:1][N:2]1[CH2:7][CH2:6][N:5]([C:8]2[C:16]3[C:11](=[CH:12][C:13]([N+:17]([O-])=O)=[CH:14][CH:15]=3)[NH:10][N:9]=2)[CH2:4][CH2:3]1.